This data is from Catalyst prediction with 721,799 reactions and 888 catalyst types from USPTO. The task is: Predict which catalyst facilitates the given reaction. (1) Reactant: [N:1]1([CH2:8][CH2:9][O:10][C:11]2[CH:19]=[CH:18][C:14]([C:15](Cl)=[O:16])=[CH:13][CH:12]=2)[CH2:7][CH2:6][CH2:5][CH2:4][CH2:3][CH2:2]1.[CH3:20][O:21][C:22]1[CH:31]=[CH:30][C:29]2[C:24](=[CH:25][CH:26]=[C:27]([O:32]C)[CH:28]=2)[CH:23]=1.[Cl-].[Cl-].[Cl-].[Al+3].O. Product: [N:1]1([CH2:8][CH2:9][O:10][C:11]2[CH:19]=[CH:18][C:14]([C:15]([C:28]3[C:29]4[C:24](=[CH:23][C:22]([O:21][CH3:20])=[CH:31][CH:30]=4)[CH:25]=[CH:26][C:27]=3[OH:32])=[O:16])=[CH:13][CH:12]=2)[CH2:7][CH2:6][CH2:5][CH2:4][CH2:3][CH2:2]1. The catalyst class is: 4. (2) Reactant: [N:1]1[N:5]2[CH:6]=[CH:7][CH:8]=[CH:9][C:4]2=[C:3]([C:10]2[CH:33]=[CH:32][C:13]([CH2:14][N:15]3[CH2:23][C:22]4[CH:21]=[CH:20][N:19]=[C:18]([O:24][CH2:25][CH:26]5[CH2:30][CH2:29][CH2:28][O:27]5)[C:17]=4[C:16]3=[O:31])=[CH:12][CH:11]=2)[CH:2]=1. Product: [O:27]1[CH2:28][CH2:29][CH2:30][CH:26]1[CH2:25][O:24][C:18]1[C:17]2[C:16](=[O:31])[N:15]([CH2:14][C:13]3[CH:12]=[CH:11][C:10]([C:3]4[CH:2]=[N:1][N:5]5[CH2:6][CH2:7][CH2:8][CH2:9][C:4]=45)=[CH:33][CH:32]=3)[CH2:23][C:22]=2[CH:21]=[CH:20][N:19]=1. The catalyst class is: 178. (3) Reactant: [CH3:1][N:2]1[CH:6]=[C:5]([C:7]2[CH:12]=[CH:11][CH:10]=[CH:9][CH:8]=2)[N:4]=[CH:3]1.[CH2:13]1[O:15][CH2:14]1. Product: [CH3:1][N:2]1[CH:6]=[C:5]([C:7]2[CH:8]=[CH:9][CH:10]=[CH:11][CH:12]=2)[N:4]=[C:3]1[CH2:13][CH2:14][OH:15]. The catalyst class is: 1.